From a dataset of Forward reaction prediction with 1.9M reactions from USPTO patents (1976-2016). Predict the product of the given reaction. (1) The product is: [N:13]1([CH2:12][CH2:11][O:8][C:5]2[CH:6]=[CH:7][C:2]([NH2:1])=[CH:3][CH:4]=2)[CH2:17][CH2:16][CH2:15][CH2:14]1. Given the reactants [NH2:1][C:2]1[CH:7]=[CH:6][C:5]([OH:8])=[CH:4][CH:3]=1.Cl.Cl[CH2:11][CH2:12][N:13]1[CH2:17][CH2:16][CH2:15][CH2:14]1.[OH-].[Na+], predict the reaction product. (2) Given the reactants [H-].[Na+].[F:3][C:4]1[CH:5]=[N:6][CH:7]=[C:8]([F:13])[C:9]=1[CH2:10][C:11]#[N:12].Br[CH2:15][CH2:16]Br, predict the reaction product. The product is: [F:13][C:8]1[CH:7]=[N:6][CH:5]=[C:4]([F:3])[C:9]=1[C:10]1([C:11]#[N:12])[CH2:16][CH2:15]1. (3) Given the reactants [CH3:1][CH:2]([CH3:25])[CH2:3][C@H:4]([NH:13][C:14]([C:16]1[S:17][C:18]2[CH:24]=[CH:23][CH:22]=[CH:21][C:19]=2[CH:20]=1)=[O:15])[C:5]([NH:7][CH2:8][CH2:9][CH2:10][NH:11][CH3:12])=[O:6].C(N(CC)CC)C.[Cl:33][C:34]1[CH:39]=[C:38]([Cl:40])[CH:37]=[CH:36][C:35]=1[S:41](Cl)(=[O:43])=[O:42], predict the reaction product. The product is: [Cl:33][C:34]1[CH:39]=[C:38]([Cl:40])[CH:37]=[CH:36][C:35]=1[S:41]([N:11]([CH3:12])[CH2:10][CH2:9][CH2:8][NH:7][C:5]([C@@H:4]([NH:13][C:14]([C:16]1[S:17][C:18]2[CH:24]=[CH:23][CH:22]=[CH:21][C:19]=2[CH:20]=1)=[O:15])[CH2:3][CH:2]([CH3:25])[CH3:1])=[O:6])(=[O:43])=[O:42].